From a dataset of Forward reaction prediction with 1.9M reactions from USPTO patents (1976-2016). Predict the product of the given reaction. (1) The product is: [CH2:1]([N:8]1[CH2:12][CH2:11][CH:10]([CH3:14])[C:9]1=[O:13])[C:2]1[CH:7]=[CH:6][CH:5]=[CH:4][CH:3]=1. Given the reactants [CH2:1]([N:8]1[CH2:12][CH2:11][CH2:10][C:9]1=[O:13])[C:2]1[CH:7]=[CH:6][CH:5]=[CH:4][CH:3]=1.[CH:14]([N-]C(C)C)(C)C.[Li+].IC.[Cl-].[NH4+], predict the reaction product. (2) The product is: [F:1][C:2]1[CH:3]=[CH:4][C:5]([S:8][C:9]2[C:10]([C:21]([NH:47][C:48]3[CH:52]=[CH:51][N:50]([CH3:53])[N:49]=3)=[O:23])=[N:11][C:12]([S:15][C:16]3[NH:20][CH:19]=[N:18][N:17]=3)=[CH:13][N:14]=2)=[CH:6][CH:7]=1. Given the reactants [F:1][C:2]1[CH:7]=[CH:6][C:5]([S:8][C:9]2[C:10]([C:21]([OH:23])=O)=[N:11][C:12]([S:15][C:16]3[NH:20][CH:19]=[N:18][N:17]=3)=[CH:13][N:14]=2)=[CH:4][CH:3]=1.Cl.CN(C)CCCN=C=NCC.ON1C2C=CC=CC=2N=N1.Cl.[NH2:47][C:48]1[CH:52]=[CH:51][N:50]([CH3:53])[N:49]=1.C(N(CC)CC)C, predict the reaction product. (3) The product is: [C:15]1([S:21]([N:24]2[CH:25]=[CH:26][C:27]([C:11]([C:8]3[CH:9]=[CH:10][C:5]([CH3:14])=[CH:6][CH:7]=3)=[O:12])=[CH:28]2)(=[O:23])=[O:22])[CH:16]=[CH:17][CH:18]=[CH:19][CH:20]=1. Given the reactants [Cl-].[Al+3].[Cl-].[Cl-].[C:5]1([CH3:14])[CH:10]=[CH:9][C:8]([C:11](Cl)=[O:12])=[CH:7][CH:6]=1.[C:15]1([S:21]([N:24]2[CH:28]=[CH:27][CH:26]=[CH:25]2)(=[O:23])=[O:22])[CH:20]=[CH:19][CH:18]=[CH:17][CH:16]=1, predict the reaction product.